The task is: Predict which catalyst facilitates the given reaction.. This data is from Catalyst prediction with 721,799 reactions and 888 catalyst types from USPTO. (1) Reactant: [CH:1]([N:4]1[CH2:9][CH2:8][CH:7]([NH:10][S:11]([CH2:14][CH2:15][NH:16][C:17]([C:19]2[S:20][C:21]([Cl:24])=[CH:22][CH:23]=2)=[O:18])(=[O:13])=[O:12])[CH2:6][CH2:5]1)([CH3:3])[CH3:2].[C:25]([OH:32])(=[O:31])/[CH:26]=[CH:27]/[C:28]([OH:30])=[O:29]. Product: [C:25]([OH:32])(=[O:31])/[CH:26]=[CH:27]/[C:28]([OH:30])=[O:29].[CH:1]([N:4]1[CH2:9][CH2:8][CH:7]([NH:10][S:11]([CH2:14][CH2:15][NH:16][C:17]([C:19]2[S:20][C:21]([Cl:24])=[CH:22][CH:23]=2)=[O:18])(=[O:12])=[O:13])[CH2:6][CH2:5]1)([CH3:3])[CH3:2]. The catalyst class is: 95. (2) Reactant: [Cl:1][C:2]1[CH:3]=[CH:4][C:5]2[NH:11][C:10](=S)[C@@H:9]([CH2:13][C:14]([O:16][CH2:17][CH3:18])=[O:15])[O:8][C@H:7]([C:19]3[CH:24]=[CH:23][CH:22]=[C:21]([O:25][CH3:26])[C:20]=3[O:27][CH3:28])[C:6]=2[CH:29]=1.O.[NH2:31][NH2:32]. Product: [Cl:1][C:2]1[CH:3]=[CH:4][C:5]2[NH:11][C:10](=[N:31][NH2:32])[C@@H:9]([CH2:13][C:14]([O:16][CH2:17][CH3:18])=[O:15])[O:8][C@H:7]([C:19]3[CH:24]=[CH:23][CH:22]=[C:21]([O:25][CH3:26])[C:20]=3[O:27][CH3:28])[C:6]=2[CH:29]=1. The catalyst class is: 8. (3) Reactant: [N:1]1([C:6]2[CH:14]=[CH:13][C:9]([C:10]([OH:12])=O)=[CH:8][N:7]=2)[CH:5]=[CH:4][CH:3]=[N:2]1.CN(C(ON1N=NC2C=CC=NC1=2)=[N+](C)C)C.F[P-](F)(F)(F)(F)F.C(N(C(C)C)CC)(C)C.Cl.[N:49]1([CH2:55][C@H:56]2[CH2:61][CH2:60][CH2:59][CH2:58][C@@H:57]2[NH2:62])[CH2:54][CH2:53][CH2:52][CH2:51][CH2:50]1. Product: [N:49]1([CH2:55][C@H:56]2[CH2:61][CH2:60][CH2:59][CH2:58][C@@H:57]2[NH:62][C:10](=[O:12])[C:9]2[CH:13]=[CH:14][C:6]([N:1]3[CH:5]=[CH:4][CH:3]=[N:2]3)=[N:7][CH:8]=2)[CH2:54][CH2:53][CH2:52][CH2:51][CH2:50]1. The catalyst class is: 3. (4) Reactant: [CH3:1][C:2]1[CH:11]=[C:10]([CH3:12])[CH:9]=[C:8]2[C:3]=1[CH2:4][CH2:5][CH2:6][C:7]2=[CH2:13].C[OH:15].[OH-].[Na+].OO. Product: [CH3:1][C:2]1[CH:11]=[C:10]([CH3:12])[CH:9]=[C:8]2[C:3]=1[CH2:4][CH2:5][CH2:6][CH:7]2[CH2:13][OH:15]. The catalyst class is: 7. (5) Reactant: [Cl:1][C:2]1[CH:3]=[C:4]([N:8]2[N:12]=[N:11][C:10]([CH:13]([NH:15][CH2:16][CH2:17][CH2:18][NH2:19])[CH3:14])=[N:9]2)[CH:5]=[CH:6][CH:7]=1.[C:20](C1NC=CN=1)(C1NC=CN=1)=[S:21]. Product: [Cl:1][C:2]1[CH:3]=[C:4]([N:8]2[N:12]=[N:11][C:10]([CH:13]([N:15]3[CH2:16][CH2:17][CH2:18][NH:19][C:20]3=[S:21])[CH3:14])=[N:9]2)[CH:5]=[CH:6][CH:7]=1. The catalyst class is: 4.